From a dataset of Full USPTO retrosynthesis dataset with 1.9M reactions from patents (1976-2016). Predict the reactants needed to synthesize the given product. Given the product [NH2:8][C:9]1[CH2:10][C:11]([C:34](=[O:50])[N:35]([CH2:39][CH2:40][CH2:41][OH:42])[CH2:36][CH2:37][CH3:38])=[CH:12][C:13]2[CH:19]=[CH:18][C:17]([C:20]3[CH:21]=[CH:22][C:23]([CH2:26][C:27]([O:29][CH2:30][CH2:31][CH2:32][CH3:33])=[O:28])=[CH:24][CH:25]=3)=[CH:16][C:14]=2[N:15]=1, predict the reactants needed to synthesize it. The reactants are: C(OC([NH:8][C:9]1[CH2:10][C:11]([C:34](=[O:50])[N:35]([CH2:39][CH2:40][CH2:41][O:42][Si](C(C)(C)C)(C)C)[CH2:36][CH2:37][CH3:38])=[CH:12][C:13]2[CH:19]=[CH:18][C:17]([C:20]3[CH:25]=[CH:24][C:23]([CH2:26][C:27]([O:29][CH2:30][CH2:31][CH2:32][CH3:33])=[O:28])=[CH:22][CH:21]=3)=[CH:16][C:14]=2[N:15]=1)=O)(C)(C)C.